Dataset: KCNQ2 potassium channel screen with 302,405 compounds. Task: Binary Classification. Given a drug SMILES string, predict its activity (active/inactive) in a high-throughput screening assay against a specified biological target. The molecule is Clc1c2c(c(S(=O)(=O)Nc3ncccc3)cc1)cccc2. The result is 0 (inactive).